Task: Predict the product of the given reaction.. Dataset: Forward reaction prediction with 1.9M reactions from USPTO patents (1976-2016) (1) Given the reactants C([O:8][N:9]1[C:18]2[C:13](=[C:14]([C:19]3[CH:24]=[CH:23][CH:22]=[C:21](Br)[CH:20]=3)[CH:15]=[CH:16][N:17]=2)[C:12]([OH:26])=[C:11](C(OCC)=O)[C:10]1=[O:32])C1C=CC=CC=1.C([NH:40][CH2:41][C:42]1[CH:43]=[C:44](B(O)O)[CH:45]=[CH:46][CH:47]=1)(OC(C)(C)C)=O.C(=O)([O-])[O-].[K+].[K+].N#N, predict the reaction product. The product is: [NH2:40][CH2:41][C:42]1[CH:47]=[C:46]([C:21]2[CH:22]=[CH:23][CH:24]=[C:19]([C:14]3[CH:15]=[CH:16][N:17]=[C:18]4[C:13]=3[C:12]([OH:26])=[CH:11][C:10](=[O:32])[N:9]4[OH:8])[CH:20]=2)[CH:45]=[CH:44][CH:43]=1. (2) Given the reactants [Br:1][C:2]1[CH:7]=[CH:6][C:5]([OH:8])=[CH:4][CH:3]=1.I[CH2:10][CH:11]([CH3:13])[CH3:12].[OH-].[Na+], predict the reaction product. The product is: [Br:1][C:2]1[CH:7]=[CH:6][C:5]([O:8][CH2:10][CH:11]([CH3:13])[CH3:12])=[CH:4][CH:3]=1. (3) Given the reactants [CH3:1][C:2]1([CH3:12])[C:11]2[C:6](=[CH:7][CH:8]=[CH:9][CH:10]=2)[S:5][CH2:4][CH2:3]1.[Cl-].[Al+3].[Cl-].[Cl-].[C:17](Cl)(=[O:19])[CH3:18], predict the reaction product. The product is: [CH3:1][C:2]1([CH3:12])[C:11]2[C:6](=[CH:7][CH:8]=[C:9]([C:17](=[O:19])[CH3:18])[CH:10]=2)[S:5][CH2:4][CH2:3]1. (4) Given the reactants [CH3:1][N:2]1[C:6]2=[N:7][CH:8]=[C:9]([C:11]([NH:13][C:14]([NH:16][C:17]3[CH:29]=[CH:28][C:20]([O:21][CH2:22][C:23]([O:25]CC)=[O:24])=[C:19]([C:30]([F:33])([F:32])[F:31])[CH:18]=3)=[O:15])=[O:12])[CH:10]=[C:5]2[C:4]([CH3:34])=[N:3]1.[OH-].[Na+:36], predict the reaction product. The product is: [CH3:1][N:2]1[C:6]2=[N:7][CH:8]=[C:9]([C:11]([NH:13][C:14]([NH:16][C:17]3[CH:29]=[CH:28][C:20]([O:21][CH2:22][C:23]([O-:25])=[O:24])=[C:19]([C:30]([F:33])([F:32])[F:31])[CH:18]=3)=[O:15])=[O:12])[CH:10]=[C:5]2[C:4]([CH3:34])=[N:3]1.[Na+:36]. (5) Given the reactants [F:1][C:2]1[CH:7]=[CH:6][CH:5]=[CH:4][C:3]=1[N:8]1[C:12]2[CH:13]=[CH:14][CH:15]=[CH:16][C:11]=2[NH:10][S:9]1(=[O:18])=[O:17].C(=O)([O-])[O-].[Cs+].[Cs+].[Br:25][CH2:26]/[CH:27]=[CH:28]/[CH2:29]Br, predict the reaction product. The product is: [Br:25][CH2:26]/[CH:27]=[CH:28]/[CH2:29][N:10]1[C:11]2[CH:16]=[CH:15][CH:14]=[CH:13][C:12]=2[N:8]([C:3]2[CH:4]=[CH:5][CH:6]=[CH:7][C:2]=2[F:1])[S:9]1(=[O:18])=[O:17]. (6) Given the reactants Br[C:2]1[CH:3]=[C:4]2[N:10](C(C3C=CC=CC=3)(C3C=CC=CC=3)C3C=CC=CC=3)[CH:9]=[N:8][C:5]2=[N:6][CH:7]=1.[CH3:30][C:31]1([CH3:55])[CH2:40][CH2:39][C:38]2[N:37]=[CH:36][N:35]=[C:34]([N:41]3[CH2:47][C:46]4[CH:48]=[C:49](B(O)O)[CH:50]=[CH:51][C:45]=4[O:44][CH2:43][CH2:42]3)[C:33]=2[CH2:32]1, predict the reaction product. The product is: [CH3:30][C:31]1([CH3:55])[CH2:40][CH2:39][C:38]2[N:37]=[CH:36][N:35]=[C:34]([N:41]3[CH2:47][C:46]4[CH:48]=[C:49]([C:2]5[CH:3]=[C:4]6[NH:10][CH:9]=[N:8][C:5]6=[N:6][CH:7]=5)[CH:50]=[CH:51][C:45]=4[O:44][CH2:43][CH2:42]3)[C:33]=2[CH2:32]1. (7) Given the reactants [CH2:1]([C:3]1[C:8](=[O:9])[NH:7][C:6]([CH3:10])=[C:5]([C:11]2[O:15][C:14]([S:16]([Cl:19])(=[O:18])=[O:17])=[CH:13][CH:12]=2)[CH:4]=1)[CH3:2].[N:20]1[CH:25]=[CH:24][CH:23]=[C:22]([CH2:26][CH2:27][NH2:28])[CH:21]=1, predict the reaction product. The product is: [ClH:19].[N:20]1[CH:25]=[CH:24][CH:23]=[C:22]([CH2:26][CH2:27][NH:28][S:16]([C:14]2[O:15][C:11]([C:5]3[CH:4]=[C:3]([CH2:1][CH3:2])[C:8](=[O:9])[NH:7][C:6]=3[CH3:10])=[CH:12][CH:13]=2)(=[O:18])=[O:17])[CH:21]=1.